Dataset: CYP1A2 inhibition data for predicting drug metabolism from PubChem BioAssay. Task: Regression/Classification. Given a drug SMILES string, predict its absorption, distribution, metabolism, or excretion properties. Task type varies by dataset: regression for continuous measurements (e.g., permeability, clearance, half-life) or binary classification for categorical outcomes (e.g., BBB penetration, CYP inhibition). Dataset: cyp1a2_veith. (1) The molecule is O=C1CC(N2CCN(C(c3ccccc3)c3ccccc3)CC2)C(=O)N1Cc1ccc(N2CCCC2=O)cc1. The result is 0 (non-inhibitor). (2) The compound is Cc1noc(C)c1C(=O)N1CCC2(CCN(C(=O)Nc3ccccc3)CC2)CC1. The result is 0 (non-inhibitor). (3) The compound is CSc1nc(C)c(CCOC(=O)c2ccccc2)c(=O)[nH]1. The result is 0 (non-inhibitor). (4) The molecule is CC(C)(C)c1ccc(OC(=O)Nc2ccc(O)c(C(=O)O)c2)cc1. The result is 0 (non-inhibitor). (5) The compound is OC(Cc1cccnc1)(c1ccccc1)c1ccccc1. The result is 1 (inhibitor).